Dataset: Forward reaction prediction with 1.9M reactions from USPTO patents (1976-2016). Task: Predict the product of the given reaction. (1) Given the reactants [S:1]1[CH:5]=[CH:4][C:3]([C:6]2[N:11]=[CH:10][C:9]([CH:12](O)[CH3:13])=[CH:8][CH:7]=2)=[CH:2]1.[CH:15]1[N:19]=[CH:18][N:17](C([N:17]2[CH:18]=[N:19][CH:15]=[CH:16]2)=O)[CH:16]=1, predict the reaction product. The product is: [N:17]1([CH:12]([C:9]2[CH:8]=[CH:7][C:6]([C:3]3[CH:4]=[CH:5][S:1][CH:2]=3)=[N:11][CH:10]=2)[CH3:13])[CH:16]=[CH:15][N:19]=[CH:18]1. (2) Given the reactants C(=O)([O-])[O-].[K+].[K+].[C:7]1([CH3:25])[CH:12]=[CH:11][C:10]([N:13]2[C:17]3([CH2:22][CH2:21][CH2:20][CH2:19][CH2:18]3)[C:16](=[O:23])[NH:15][C:14]2=[O:24])=[CH:9][CH:8]=1.Br[CH2:27][C:28]([O:30][CH2:31][CH3:32])=[O:29].O, predict the reaction product. The product is: [CH2:31]([O:30][C:28](=[O:29])[CH2:27][N:15]1[C:16](=[O:23])[C:17]2([CH2:22][CH2:21][CH2:20][CH2:19][CH2:18]2)[N:13]([C:10]2[CH:9]=[CH:8][C:7]([CH3:25])=[CH:12][CH:11]=2)[C:14]1=[O:24])[CH3:32]. (3) Given the reactants [NH2:1][C@H:2]1[C@H:7]2[C@@H:3]1[O:4][C:5]1[CH:11]=[CH:10][C:9]([O:12][C:13]3[CH:22]=[CH:21][N:20]=[C:19]4[C:14]=3[CH2:15][CH2:16][C:17](=[O:23])[NH:18]4)=[CH:8][C:6]=12.[CH3:24][N:25]1[C:30]([CH3:32])([CH3:31])[CH2:29][CH:28]([O:33][C:34]2[CH:42]=[CH:41][C:37]([C:38](O)=[O:39])=[CH:36][C:35]=2[C:43]([F:46])([F:45])[F:44])[CH2:27][C:26]1([CH3:48])[CH3:47].CN(C(ON1N=NC2C=CC=NC1=2)=[N+](C)C)C.F[P-](F)(F)(F)(F)F.CCN(C(C)C)C(C)C, predict the reaction product. The product is: [O:23]=[C:17]1[NH:18][C:19]2[N:20]=[CH:21][CH:22]=[C:13]([O:12][C:9]3[CH:10]=[CH:11][C:5]4[O:4][C@@H:3]5[C@@H:2]([NH:1][C:38](=[O:39])[C:37]6[CH:41]=[CH:42][C:34]([O:33][CH:28]7[CH2:27][C:26]([CH3:47])([CH3:48])[N:25]([CH3:24])[C:30]([CH3:32])([CH3:31])[CH2:29]7)=[C:35]([C:43]([F:45])([F:44])[F:46])[CH:36]=6)[C@@H:7]5[C:6]=4[CH:8]=3)[C:14]=2[CH2:15][CH2:16]1.